Binary Classification. Given a drug SMILES string, predict its activity (active/inactive) in a high-throughput screening assay against a specified biological target. From a dataset of M1 muscarinic receptor antagonist screen with 61,756 compounds. The drug is Clc1cc2NC(NS(=O)(=O)c2cc1S(=O)(=O)N)C1C2CC(C1)C=C2. The result is 0 (inactive).